From a dataset of Catalyst prediction with 721,799 reactions and 888 catalyst types from USPTO. Predict which catalyst facilitates the given reaction. (1) The catalyst class is: 2. Product: [C:1]([O:5][C:6](=[O:28])[NH:7][C:8]1[S:9][C:10]2[CH:16]=[C:15]([CH2:17][Br:55])[CH:14]=[C:13]([C:19]3[CH:24]=[CH:23][CH:22]=[C:21]([N+:25]([O-:27])=[O:26])[CH:20]=3)[C:11]=2[N:12]=1)([CH3:4])([CH3:3])[CH3:2]. Reactant: [C:1]([O:5][C:6](=[O:28])[NH:7][C:8]1[S:9][C:10]2[CH:16]=[C:15]([CH2:17]O)[CH:14]=[C:13]([C:19]3[CH:24]=[CH:23][CH:22]=[C:21]([N+:25]([O-:27])=[O:26])[CH:20]=3)[C:11]=2[N:12]=1)([CH3:4])([CH3:3])[CH3:2].C1C=CC(P(C2C=CC=CC=2)C2C=CC=CC=2)=CC=1.C1C(=O)N([Br:55])C(=O)C1. (2) Reactant: [CH2:1]([N:8]1[CH2:21][CH2:20][C:19]2[C:18]3[CH:17]=[C:16]([S:22]([C:25]4[CH:30]=[CH:29][CH:28]=[CH:27][CH:26]=4)(=[O:24])=[O:23])[CH:15]=[CH:14][C:13]=3[NH:12][C:11]=2[CH2:10][CH2:9]1)[C:2]1[CH:7]=[CH:6][CH:5]=[CH:4][CH:3]=1.[H-].[Na+].I[CH2:34][CH3:35]. Product: [CH2:1]([N:8]1[CH2:21][CH2:20][C:19]2[C:18]3[CH:17]=[C:16]([S:22]([C:25]4[CH:30]=[CH:29][CH:28]=[CH:27][CH:26]=4)(=[O:24])=[O:23])[CH:15]=[CH:14][C:13]=3[N:12]([CH2:34][CH3:35])[C:11]=2[CH2:10][CH2:9]1)[C:2]1[CH:3]=[CH:4][CH:5]=[CH:6][CH:7]=1. The catalyst class is: 39. (3) Reactant: [C:1]([O:5][C:6]([NH:8][C:9]1([C:15]([O:17][CH3:18])=[O:16])[CH2:14][CH2:13][NH:12][CH2:11][CH2:10]1)=[O:7])([CH3:4])([CH3:3])[CH3:2].[C:19](O[C:19]([O:21][C:22]([CH3:25])([CH3:24])[CH3:23])=[O:20])([O:21][C:22]([CH3:25])([CH3:24])[CH3:23])=[O:20]. Product: [C:1]([O:5][C:6]([NH:8][C:9]1([C:15]([O:17][CH3:18])=[O:16])[CH2:14][CH2:13][N:12]([C:19]([O:21][C:22]([CH3:25])([CH3:24])[CH3:23])=[O:20])[CH2:11][CH2:10]1)=[O:7])([CH3:4])([CH3:3])[CH3:2]. The catalyst class is: 2. (4) Reactant: [S:1]1[C:5]2[CH:6]=[CH:7][CH:8]=[CH:9][C:4]=2[C:3]([N:10]2[CH2:15][CH2:14][N:13]([CH2:16][CH2:17][C:18]3[CH:23]=[CH:22][C:21]([NH2:24])=[CH:20][CH:19]=3)[CH2:12][CH2:11]2)=[N:2]1.[CH2:25]([S:28](Cl)(=[O:30])=[O:29])[CH2:26][CH3:27]. Product: [S:1]1[C:5]2[CH:6]=[CH:7][CH:8]=[CH:9][C:4]=2[C:3]([N:10]2[CH2:11][CH2:12][N:13]([CH2:16][CH2:17][C:18]3[CH:19]=[CH:20][C:21]([NH:24][S:28]([CH2:25][CH2:26][CH3:27])(=[O:30])=[O:29])=[CH:22][CH:23]=3)[CH2:14][CH2:15]2)=[N:2]1. The catalyst class is: 529. (5) Reactant: [F:1][C:2]([F:15])([F:14])[S:3]([O:6]S(C(F)(F)F)(=O)=O)(=[O:5])=[O:4].[CH2:16]([O:18][C:19]([C:21]1[N:22]([CH3:36])[C:23]([CH3:35])=[C:24]([C:33]#[N:34])[C:25]=1[C:26]1[CH:31]=[CH:30][C:29](O)=[CH:28][CH:27]=1)=[O:20])[CH3:17].N1C=CC=CC=1. Product: [CH2:16]([O:18][C:19]([C:21]1[N:22]([CH3:36])[C:23]([CH3:35])=[C:24]([C:33]#[N:34])[C:25]=1[C:26]1[CH:31]=[CH:30][C:29]([O:6][S:3]([C:2]([F:15])([F:14])[F:1])(=[O:5])=[O:4])=[CH:28][CH:27]=1)=[O:20])[CH3:17]. The catalyst class is: 2. (6) Reactant: [N+:1]([C:4]1[CH:5]=[C:6]2[C:11](=[CH:12][CH:13]=1)[N:10]=[CH:9][CH:8]=[C:7]2[S:14][C:15]1[CH:20]=[CH:19][C:18]([NH:21][C:22]2[C:31]3[C:26](=[CH:27][CH:28]=[CH:29][CH:30]=3)[C:25]([C:32]3[CH:37]=[CH:36][CH:35]=[CH:34][CH:33]=3)=[N:24][N:23]=2)=[CH:17][CH:16]=1)([O-])=O.[Sn](Cl)Cl.O. Product: [NH2:1][C:4]1[CH:5]=[C:6]2[C:11](=[CH:12][CH:13]=1)[N:10]=[CH:9][CH:8]=[C:7]2[S:14][C:15]1[CH:16]=[CH:17][C:18]([NH:21][C:22]2[C:31]3[C:26](=[CH:27][CH:28]=[CH:29][CH:30]=3)[C:25]([C:32]3[CH:33]=[CH:34][CH:35]=[CH:36][CH:37]=3)=[N:24][N:23]=2)=[CH:19][CH:20]=1. The catalyst class is: 3.